From a dataset of Forward reaction prediction with 1.9M reactions from USPTO patents (1976-2016). Predict the product of the given reaction. (1) The product is: [NH2:23][C:28]([CH3:30])([CH3:29])[CH2:27][CH2:26][N:1]1[C:9]2[C:4](=[CH:5][C:6]([O:10][CH2:11][C:12]([O:14][CH3:15])=[O:13])=[CH:7][CH:8]=2)[CH:3]=[CH:2]1. Given the reactants [NH:1]1[C:9]2[C:4](=[CH:5][C:6]([O:10][CH2:11][C:12]([O:14][CH3:15])=[O:13])=[CH:7][CH:8]=2)[CH:3]=[CH:2]1.C(OC([N:23]1[C:28]([CH3:30])([CH3:29])[CH2:27][CH2:26]OS1(=O)=O)=O)(C)(C)C, predict the reaction product. (2) Given the reactants [F:1][C:2]1[CH:7]=[CH:6][C:5]([C:8]2[O:22][C:11]3=[N:12][C:13]([NH:17][S:18]([CH3:21])(=[O:20])=[O:19])=[C:14]([I:16])[CH:15]=[C:10]3[C:9]=2[C:23]([NH:25][CH3:26])=[O:24])=[CH:4][CH:3]=1.C([O-])([O-])=O.[Cs+].[Cs+].Br[CH2:34][CH2:35][CH2:36][CH:37]=[CH2:38].CN(C=O)C, predict the reaction product. The product is: [CH3:26][NH:25][C:23]([C:9]1[C:10]2[C:11](=[N:12][C:13]([N:17]([S:18]([CH3:21])(=[O:20])=[O:19])[CH2:38][CH2:37][CH2:36][CH:35]=[CH2:34])=[C:14]([I:16])[CH:15]=2)[O:22][C:8]=1[C:5]1[CH:6]=[CH:7][C:2]([F:1])=[CH:3][CH:4]=1)=[O:24]. (3) Given the reactants Br[C:2]1[N:10]([CH3:11])[C:9]2[C:8](=[O:12])[N:7]([CH2:13][C:14]3[CH:19]=[CH:18][C:17]([Cl:20])=[CH:16][CH:15]=3)[C:6](=[O:21])[N:5]([CH2:22][CH2:23][CH3:24])[C:4]=2[N:3]=1.CO.[CH3:27][NH:28][CH3:29], predict the reaction product. The product is: [Cl:20][C:17]1[CH:18]=[CH:19][C:14]([CH2:13][N:7]2[C:8](=[O:12])[C:9]3[N:10]([CH3:11])[C:2]([N:28]([CH3:29])[CH3:27])=[N:3][C:4]=3[N:5]([CH2:22][CH2:23][CH3:24])[C:6]2=[O:21])=[CH:15][CH:16]=1.